Dataset: Antibody developability classification from SAbDab with 2,409 antibodies. Task: Regression/Classification. Given an antibody's heavy chain and light chain sequences, predict its developability. TAP uses regression for 5 developability metrics; SAbDab uses binary classification. (1) The antibody is ['EVQLVESGPALVKPTQTLTLTCSFSGFSLSTSGMSVSWIRQPPGKALEWLALIDWDDDTYYSSSLKTRLTISKDTSKSQVVLTMTNMDPVDTATYYCARTLRVSGDYVRDFDLWGRGTLVTVSS', 'EPVLTQPPSASGTPGQRVTISCSGSSSNIGSNTVSWYQQVPGTAPKLLIYGNNERPSGVPDRFSGSKSATSASLAISGLQSEDEADYYCAAWDDSLNGFWVFGGGTKLTVL']. Result: 0 (not developable). (2) The antibody is ['QVQLVQSGAEVKKPGASVKVSCKASGYTFTGYYMHWVRQAPGQGLEWMGWINPNSGGTNYAQKFQGRVTMTRDTSISTAYMELSRLRSDDTAVYYCAKISGSYSFDYWGQGTLVTVSS', 'DIVMTQSPDSLAVSLGERATINCKSSQSVLYSSNNKNYLAWYQQKPGQPPKLLIYWASTRESGVPDRFSGSGSGTDFTLTISSLQAEDVAVYYCQQYYSFGGGTKVEIK']. Result: 1 (developable).